From a dataset of TCR-epitope binding with 47,182 pairs between 192 epitopes and 23,139 TCRs. Binary Classification. Given a T-cell receptor sequence (or CDR3 region) and an epitope sequence, predict whether binding occurs between them. (1) The TCR CDR3 sequence is CASSLRLAGGRDNEQFF. The epitope is ALLADKFPV. Result: 0 (the TCR does not bind to the epitope). (2) The epitope is FQPTNGVGY. The TCR CDR3 sequence is CAVRLMENYGYTF. Result: 0 (the TCR does not bind to the epitope). (3) The epitope is ELAGIGILTV. The TCR CDR3 sequence is CASSPRLGQGDYEQYF. Result: 1 (the TCR binds to the epitope). (4) The epitope is RLDKVEAEV. The TCR CDR3 sequence is CAISERNTDTQYF. Result: 0 (the TCR does not bind to the epitope). (5) The epitope is IQYIDIGNY. The TCR CDR3 sequence is CASGHGNQPQHF. Result: 1 (the TCR binds to the epitope). (6) The epitope is PROT_97E67BCC. The TCR CDR3 sequence is CASSARASGGDEQFF. Result: 1 (the TCR binds to the epitope). (7) The epitope is KLGGALQAK. The TCR CDR3 sequence is CASAGGNQPQHF. Result: 1 (the TCR binds to the epitope).